Dataset: Reaction yield outcomes from USPTO patents with 853,638 reactions. Task: Predict the reaction yield, written as a fraction of the theoretical maximum amount of product (1.0 means a 100% yield; for example, 0.34 means a 34% yield). The reactants are [NH2:1][CH2:2][CH2:3][CH2:4][CH:5]1[CH2:10][CH2:9][N:8]([C:11]([O:13][C:14]([CH3:17])([CH3:16])[CH3:15])=[O:12])[CH2:7][CH2:6]1.C(N(CC)CC)C.[F:25][C:26]1[CH:37]=[CH:36][C:29]([CH2:30][O:31][CH2:32][C:33](Cl)=[O:34])=[CH:28][CH:27]=1.COC1C=C(S(N2CCC(CCCNC(=O)COCC3C=CC(F)=CC=3)C2)(=O)=O)C=CC=1OC. The catalyst is C1COCC1. The product is [F:25][C:26]1[CH:27]=[CH:28][C:29]([CH2:30][O:31][CH2:32][C:33]([NH:1][CH2:2][CH2:3][CH2:4][CH:5]2[CH2:10][CH2:9][N:8]([C:11]([O:13][C:14]([CH3:17])([CH3:16])[CH3:15])=[O:12])[CH2:7][CH2:6]2)=[O:34])=[CH:36][CH:37]=1. The yield is 0.170.